From a dataset of Reaction yield outcomes from USPTO patents with 853,638 reactions. Predict the reaction yield, written as a fraction of the theoretical maximum amount of product (1.0 means a 100% yield; for example, 0.34 means a 34% yield). (1) The reactants are [S:1]1[C:5]2[CH:6]=[CH:7][CH:8]=[CH:9][C:4]=2[N:3]=[C:2]1[O:10][CH2:11][C:12]([O:14]CC)=[O:13].[OH-].[Na+].Cl. The catalyst is CO. The product is [S:1]1[C:5]2[CH:6]=[CH:7][CH:8]=[CH:9][C:4]=2[N:3]=[C:2]1[O:10][CH2:11][C:12]([OH:14])=[O:13]. The yield is 0.860. (2) The reactants are [CH:1]([C:3]1[CH:18]=[CH:17][C:6]([O:7][C:8]2[CH:9]=[CH:10][C:11]([C:14]([NH2:16])=[O:15])=[N:12][CH:13]=2)=[CH:5][CH:4]=1)=O.[S:19]1[CH:23]=[C:22]([CH2:24][CH2:25][NH2:26])[C:21]2[CH:27]=[CH:28][CH:29]=[CH:30][C:20]1=2. No catalyst specified. The product is [S:19]1[CH:23]=[C:22]([CH2:24][CH2:25][NH:26][CH2:1][C:3]2[CH:18]=[CH:17][C:6]([O:7][C:8]3[CH:9]=[CH:10][C:11]([C:14]([NH2:16])=[O:15])=[N:12][CH:13]=3)=[CH:5][CH:4]=2)[C:21]2[CH:27]=[CH:28][CH:29]=[CH:30][C:20]1=2. The yield is 0.502. (3) The reactants are [CH3:1][O:2][C:3]1[CH:4]=[CH:5][C:6]([N+:11]([O-:13])=[O:12])=[C:7]([CH2:9][OH:10])[CH:8]=1.N1C=CN=C1.[CH3:19][C:20]([Si:23](Cl)([CH3:25])[CH3:24])([CH3:22])[CH3:21]. The catalyst is C1COCC1.CN(C=O)C. The product is [C:20]([Si:23]([O:10][CH2:9][C:7]1[CH:8]=[C:3]([O:2][CH3:1])[CH:4]=[CH:5][C:6]=1[N+:11]([O-:13])=[O:12])([CH3:25])[CH3:24])([CH3:22])([CH3:21])[CH3:19]. The yield is 0.840. (4) The reactants are [Br:1][C:2]1[CH:3]=[CH:4][C:5]([Cl:20])=[C:6]([CH:19]=1)[CH2:7][NH:8][C:9]1[C:14]([N+:15]([O-:17])=[O:16])=[CH:13][N:12]=[C:11](Cl)[N:10]=1.[NH2:21][CH2:22][C@@H:23]1[CH2:27][CH2:26][N:25]([C:28]([O:30][C:31]([CH3:34])([CH3:33])[CH3:32])=[O:29])[CH2:24]1.C(N(C(C)C)CC)(C)C.CN(C=O)C. The catalyst is O.C(Cl)Cl. The product is [Br:1][C:2]1[CH:3]=[CH:4][C:5]([Cl:20])=[C:6]([CH:19]=1)[CH2:7][NH:8][C:9]1[C:14]([N+:15]([O-:17])=[O:16])=[CH:13][N:12]=[C:11]([NH:21][CH2:22][C@@H:23]2[CH2:27][CH2:26][N:25]([C:28]([O:30][C:31]([CH3:34])([CH3:33])[CH3:32])=[O:29])[CH2:24]2)[N:10]=1. The yield is 0.880. (5) The reactants are [OH:1][C:2]1[CH:3]=[C:4]2[C:9](=[O:10])[O:8][C:6](=O)[C:5]2=[CH:11][CH:12]=1.[CH:13]1([NH2:18])[CH2:17][CH2:16][CH2:15][CH2:14]1. The catalyst is C1(C)C=CC=CC=1. The product is [CH:13]1([N:18]2[C:9](=[O:10])[C:4]3[C:5](=[CH:11][CH:12]=[C:2]([OH:1])[CH:3]=3)[C:6]2=[O:8])[CH2:17][CH2:16][CH2:15][CH2:14]1. The yield is 0.800. (6) The yield is 0.250. The catalyst is CN(C)C1C=CN=CC=1.C1COCC1. The product is [F:1][C:2]1[CH:3]=[CH:4][C:5]([N:8]2[C:12]([NH:13][C:14]([NH:48][C:47]3[CH:49]=[CH:50][CH:51]=[C:45]([S:44][C:32]4[C:31]5[C:36](=[CH:37][C:38]([O:39][CH2:40][CH2:41][O:42][CH3:43])=[C:29]([O:28][CH3:27])[CH:30]=5)[N:35]=[CH:34][N:33]=4)[CH:46]=3)=[O:22])=[CH:11][C:10]([C:23]([F:24])([F:25])[F:26])=[N:9]2)=[CH:6][CH:7]=1. The reactants are [F:1][C:2]1[CH:7]=[CH:6][C:5]([N:8]2[C:12]([NH:13][C:14](=[O:22])OC3C=CC=CC=3)=[CH:11][C:10]([C:23]([F:26])([F:25])[F:24])=[N:9]2)=[CH:4][CH:3]=1.[CH3:27][O:28][C:29]1[CH:30]=[C:31]2[C:36](=[CH:37][C:38]=1[O:39][CH2:40][CH2:41][O:42][CH3:43])[N:35]=[CH:34][N:33]=[C:32]2[S:44][C:45]1[CH:46]=[C:47]([CH:49]=[CH:50][CH:51]=1)[NH2:48].